The task is: Predict which catalyst facilitates the given reaction.. This data is from Catalyst prediction with 721,799 reactions and 888 catalyst types from USPTO. (1) Reactant: [Br:1][C:2]1[CH:10]=[C:9]2[C:5]([CH:6]=[C:7]([C:21]([N:23]3[CH2:28][CH2:27][N:26]([S:29]([CH:32]4[CH2:34][CH2:33]4)(=[O:31])=[O:30])[CH2:25][CH2:24]3)=[O:22])[N:8]2[CH2:11][CH2:12][O:13][Si](C(C)(C)C)(C)C)=[CH:4][C:3]=1[O:35][CH:36]1[CH2:41][CH2:40][N:39]([CH:42]([CH3:44])[CH3:43])[CH2:38][CH2:37]1.FC(F)(F)C(O)=O. Product: [Br:1][C:2]1[CH:10]=[C:9]2[C:5]([CH:6]=[C:7]([C:21]([N:23]3[CH2:28][CH2:27][N:26]([S:29]([CH:32]4[CH2:34][CH2:33]4)(=[O:30])=[O:31])[CH2:25][CH2:24]3)=[O:22])[N:8]2[CH2:11][CH2:12][OH:13])=[CH:4][C:3]=1[O:35][CH:36]1[CH2:37][CH2:38][N:39]([CH:42]([CH3:44])[CH3:43])[CH2:40][CH2:41]1. The catalyst class is: 4. (2) Product: [NH2:23][C:3]1[CH:4]=[CH:5][C:6]([S:8]([N:9]=[C:10]([N:14]2[CH2:18][C:17]([CH3:20])([CH3:19])[CH:16]=[N:15]2)[NH:11][CH2:12][CH3:13])(=[O:22])=[O:21])=[CH:7][C:2]=1[Cl:1]. The catalyst class is: 5. Reactant: [Cl:1][C:2]1[CH:7]=[C:6]([S:8](=[O:22])(=[O:21])[N:9]=[C:10]([N:14]2[CH2:18][C:17]([CH3:20])([CH3:19])[CH:16]=[N:15]2)[NH:11][CH2:12][CH3:13])[CH:5]=[CH:4][C:3]=1[NH:23]C(=O)C.Cl.[OH-].[Na+]. (3) Reactant: [OH:1][C:2]1[CH:7]=[CH:6][C:5]([C:8]2[C:26]3[C:21](=[CH:22][CH:23]=[C:24]([O:27][CH3:28])[CH:25]=3)[C:10]3([C:18]4[C:13](=[CH:14][C:15]([O:19][CH3:20])=[CH:16][CH:17]=4)[CH2:12][CH2:11]3)[CH:9]=2)=[CH:4][CH:3]=1.[H-].[Na+].[F:31][C:32]([F:52])([F:51])[S:33](N(C1C=CC(Cl)=CN=1)[S:33]([C:32]([F:52])([F:51])[F:31])(=[O:35])=[O:34])(=[O:35])=[O:34]. Product: [F:31][C:32]([F:52])([F:51])[S:33]([O:1][C:2]1[CH:7]=[CH:6][C:5]([C:8]2[C:26]3[C:21](=[CH:22][CH:23]=[C:24]([O:27][CH3:28])[CH:25]=3)[C:10]3([C:18]4[C:13](=[CH:14][C:15]([O:19][CH3:20])=[CH:16][CH:17]=4)[CH2:12][CH2:11]3)[CH:9]=2)=[CH:4][CH:3]=1)(=[O:35])=[O:34]. The catalyst class is: 9. (4) Product: [CH3:22][C:3]1[C:2]([O:31][CH2:30][CH:27]2[CH2:28][CH2:29][N:24]([CH3:23])[CH2:25][CH2:26]2)=[N:7][N:6]2[C:8]([C:11]3[CH:16]=[CH:15][CH:14]=[C:13]([O:17][C:18]([F:21])([F:20])[F:19])[CH:12]=3)=[CH:9][N:10]=[C:5]2[CH:4]=1. Reactant: Cl[C:2]1[C:3]([CH3:22])=[CH:4][C:5]2[N:6]([C:8]([C:11]3[CH:16]=[CH:15][CH:14]=[C:13]([O:17][C:18]([F:21])([F:20])[F:19])[CH:12]=3)=[CH:9][N:10]=2)[N:7]=1.[CH3:23][N:24]1[CH2:29][CH2:28][CH:27]([CH2:30][OH:31])[CH2:26][CH2:25]1.CC([O-])(C)C.[Na+]. The catalyst class is: 187.